From a dataset of CYP3A4 inhibition data for predicting drug metabolism from PubChem BioAssay. Regression/Classification. Given a drug SMILES string, predict its absorption, distribution, metabolism, or excretion properties. Task type varies by dataset: regression for continuous measurements (e.g., permeability, clearance, half-life) or binary classification for categorical outcomes (e.g., BBB penetration, CYP inhibition). Dataset: cyp3a4_veith. (1) The compound is Cc1noc(C)c1-c1ccc2ncnc(Nc3ccccc3)c2c1. The result is 1 (inhibitor). (2) The drug is C=CCc1cccc(C2Nc3ccccc3C(=O)N2O)c1O. The result is 1 (inhibitor). (3) The compound is C1CCc2c(nc3nnnn3c2NC2CCCC2)C1. The result is 0 (non-inhibitor). (4) The molecule is COc1ccc2[nH]cc(CCNc3cc(-c4ccccc4C)ncn3)c2c1. The result is 1 (inhibitor).